Predict the reactants needed to synthesize the given product. From a dataset of Full USPTO retrosynthesis dataset with 1.9M reactions from patents (1976-2016). (1) Given the product [Cl:1][C:2]1[CH:7]=[N:6][C:5]2[C:8](=[O:18])[NH:19][N:9]=[CH:10][C:4]=2[CH:3]=1, predict the reactants needed to synthesize it. The reactants are: [Cl:1][C:2]1[CH:3]=[C:4]2[CH:10](O)[N:9](C3C=CC=CC=3)[C:8](=[O:18])[C:5]2=[N:6][CH:7]=1.[NH2:19]N. (2) Given the product [C:1]1([CH2:7][CH2:8][C:9]([O:11][CH2:12][CH2:13][O:14][C:15]([NH:17][C:18]2([C:21]([OH:23])=[O:22])[CH2:19][CH2:20]2)=[O:16])=[O:10])[CH:6]=[CH:5][CH:4]=[CH:3][CH:2]=1, predict the reactants needed to synthesize it. The reactants are: [C:1]1(/[CH:7]=[CH:8]/[C:9]([O:11][CH2:12][CH2:13][O:14][C:15]([NH:17][C:18]2([C:21]([OH:23])=[O:22])[CH2:20][CH2:19]2)=[O:16])=[O:10])[CH:6]=[CH:5][CH:4]=[CH:3][CH:2]=1.C(OC(=O)C)C. (3) Given the product [F:17][C:15]1[CH:16]=[C:11]([CH2:10][C@@H:9]([C:19]2[C:24]([C:25]3[CH:26]=[CH:27][C:28]([F:34])=[C:29]([CH:33]=3)[C:30]([NH2:32])=[O:31])=[CH:23][CH:22]=[CH:21][N:20]=2)[NH:8][C:43](=[O:44])[CH2:42][N:40]2[C:39]3[CH2:46][CH:47]4[CH2:49][CH:48]4[C:38]=3[C:37]([C:36]([F:50])([F:35])[F:51])=[N:41]2)[CH:12]=[C:13]([F:18])[CH:14]=1, predict the reactants needed to synthesize it. The reactants are: FC(F)(F)C(O)=O.[NH2:8][C@H:9]([C:19]1[C:24]([C:25]2[CH:26]=[CH:27][C:28]([F:34])=[C:29]([CH:33]=2)[C:30]([NH2:32])=[O:31])=[CH:23][CH:22]=[CH:21][N:20]=1)[CH2:10][C:11]1[CH:16]=[C:15]([F:17])[CH:14]=[C:13]([F:18])[CH:12]=1.[F:35][C:36]([F:51])([F:50])[C:37]1[C:38]2[CH:48]3[CH2:49][CH:47]3[CH2:46][C:39]=2[N:40]([CH2:42][C:43](O)=[O:44])[N:41]=1. (4) The reactants are: [CH:1]1([CH2:6][CH:7]([C:11]2[CH:16]=[CH:15][C:14]([S:17][CH3:18])=[CH:13][CH:12]=2)[C:8]([OH:10])=O)[CH2:5][CH2:4][CH2:3][CH2:2]1.C1(P(C2C=CC=CC=2)C2C=CC=CC=2)C=CC=CC=1.BrN1C(=O)CCC1=O.[NH2:46][C:47]1[S:48][CH:49]=[CH:50][N:51]=1. Given the product [CH:1]1([CH2:6][CH:7]([C:11]2[CH:16]=[CH:15][C:14]([S:17][CH3:18])=[CH:13][CH:12]=2)[C:8]([NH:46][C:47]2[S:48][CH:49]=[CH:50][N:51]=2)=[O:10])[CH2:2][CH2:3][CH2:4][CH2:5]1, predict the reactants needed to synthesize it. (5) Given the product [Cl:1][C:2]1[CH:7]=[C:6]([CH2:8][C:9]([O:11][CH3:12])=[O:10])[CH:5]=[CH:4][C:3]=1[C:13]1[C:18]([F:19])=[CH:17][C:16]([O:20][S:24]([C:23]([F:42])([F:41])[F:22])(=[O:26])=[O:25])=[CH:15][C:14]=1[F:21], predict the reactants needed to synthesize it. The reactants are: [Cl:1][C:2]1[CH:7]=[C:6]([CH2:8][C:9]([O:11][CH3:12])=[O:10])[CH:5]=[CH:4][C:3]=1[C:13]1[C:18]([F:19])=[CH:17][C:16]([OH:20])=[CH:15][C:14]=1[F:21].[F:22][C:23]([F:42])([F:41])[S:24](N(C1C=CC=CC=1)[S:24]([C:23]([F:42])([F:41])[F:22])(=[O:26])=[O:25])(=[O:26])=[O:25].C(=O)([O-])[O-].[K+].[K+]. (6) Given the product [CH3:1][O:2][C:3]([C:5]1[CH:10]=[C:9]([NH:37][C@@H:34]2[CH2:35][CH2:36][N:32]([C:30]([O:29][C:25]([CH3:28])([CH3:27])[CH3:26])=[O:31])[CH2:33]2)[N:8]=[C:7]([C:12]2[CH:17]=[CH:16][N:15]=[C:14]([NH:18][CH:19]3[CH2:24][CH2:23][CH2:22][CH2:21][CH2:20]3)[CH:13]=2)[CH:6]=1)=[O:4], predict the reactants needed to synthesize it. The reactants are: [CH3:1][O:2][C:3]([C:5]1[CH:10]=[C:9](Cl)[N:8]=[C:7]([C:12]2[CH:17]=[CH:16][N:15]=[C:14]([NH:18][CH:19]3[CH2:24][CH2:23][CH2:22][CH2:21][CH2:20]3)[CH:13]=2)[CH:6]=1)=[O:4].[C:25]([O:29][C:30]([N:32]1[CH2:36][CH2:35][C@@H:34]([NH2:37])[CH2:33]1)=[O:31])([CH3:28])([CH3:27])[CH3:26].C1C=CC(P(C2C(C3C(P(C4C=CC=CC=4)C4C=CC=CC=4)=CC=C4C=3C=CC=C4)=C3C(C=CC=C3)=CC=2)C2C=CC=CC=2)=CC=1.C([O-])([O-])=O.[Cs+].[Cs+]. (7) Given the product [C:3]([O:7][C:8]([NH:10][C@@H:11]([CH2:16][C:19]1[CH:20]=[CH:21][C:22]([C:25]2[N:26]=[C:27]([C:30]3[CH:31]=[CH:32][C:33]([O:36][CH2:37][CH2:38][CH2:39][CH2:40][CH2:41][CH2:42][CH3:43])=[CH:34][CH:35]=3)[S:28][CH:29]=2)=[CH:23][CH:24]=1)[C:12]([O:14][CH3:15])=[O:13])=[O:9])([CH3:6])([CH3:5])[CH3:4], predict the reactants needed to synthesize it. The reactants are: II.[C:3]([O:7][C:8]([NH:10][C@@H:11]([CH2:16]I)[C:12]([O:14][CH3:15])=[O:13])=[O:9])([CH3:6])([CH3:5])[CH3:4].Br[C:19]1[CH:24]=[CH:23][C:22]([C:25]2[N:26]=[C:27]([C:30]3[CH:35]=[CH:34][C:33]([O:36][CH2:37][CH2:38][CH2:39][CH2:40][CH2:41][CH2:42][CH3:43])=[CH:32][CH:31]=3)[S:28][CH:29]=2)=[CH:21][CH:20]=1.C(Cl)Cl. (8) Given the product [CH3:20][O:19][C:16]1[CH:17]=[CH:18][C:13]([C:12]2[O:11][C:10]([CH3:21])([CH3:22])[C:9](=[O:23])[C:8]=2[C:5]2[CH:4]=[CH:3][C:2]([O:1][CH2:36][C:37]3[N:38]=[C:39]4[CH:44]=[CH:43][CH:42]=[C:41]([CH3:45])[N:40]4[CH:46]=3)=[CH:7][CH:6]=2)=[CH:14][CH:15]=1, predict the reactants needed to synthesize it. The reactants are: [OH:1][C:2]1[CH:7]=[CH:6][C:5]([C:8]2[C:9](=[O:23])[C:10]([CH3:22])([CH3:21])[O:11][C:12]=2[C:13]2[CH:18]=[CH:17][C:16]([O:19][CH3:20])=[CH:15][CH:14]=2)=[CH:4][CH:3]=1.C(=O)([O-])[O-].[Cs+].[Cs+].CN(C=O)C.Cl[CH2:36][C:37]1[N:38]=[C:39]2[CH:44]=[CH:43][CH:42]=[C:41]([CH3:45])[N:40]2[CH:46]=1. (9) Given the product [CH:24](=[N:11][CH2:10][CH2:9][N:6]1[CH2:7][CH2:8][N:4]([CH2:3][CH2:1][N:2]=[CH:5][C:12]2[CH:17]=[CH:16][CH:15]=[CH:14][CH:13]=2)[CH:5]1[C:12]1[CH:17]=[CH:16][CH:15]=[CH:14][CH:13]=1)[C:25]1[CH:30]=[CH:29][CH:28]=[CH:27][CH:26]=1, predict the reactants needed to synthesize it. The reactants are: [C:1]([CH2:3][N:4]1[CH2:8][CH2:7][N:6]([CH2:9][C:10]#[N:11])[CH:5]1[C:12]1[CH:17]=[CH:16][CH:15]=[CH:14][CH:13]=1)#[N:2].[H-].[H-].[H-].[H-].[Li+].[Al+3].[CH:24](=O)[C:25]1[CH:30]=[CH:29][CH:28]=[CH:27][CH:26]=1.[Al]. (10) The reactants are: Br[C:2]1[CH:7]=[CH:6][C:5]([CH2:8][N:9]2[C:14](=[O:15])[C:13]([C:16]([NH:18][CH2:19][C:20]([OH:22])=[O:21])=[O:17])=[C:12]([OH:23])[C:11]([CH:24]([CH3:26])[CH3:25])=[N:10]2)=[CH:4][CH:3]=1.CC1(C)C(C)(C)OB([C:35]2[CH:40]=[CH:39][N:38]=[C:37]([N:41]3[CH2:46][CH2:45][NH:44][CH2:43][CH2:42]3)[CH:36]=2)O1.C(=O)([O-])[O-].[K+].[K+].Cl. Given the product [OH:23][C:12]1[C:11]([CH:24]([CH3:26])[CH3:25])=[N:10][N:9]([CH2:8][C:5]2[CH:6]=[CH:7][C:2]([C:35]3[CH:40]=[CH:39][N:38]=[C:37]([N:41]4[CH2:42][CH2:43][NH:44][CH2:45][CH2:46]4)[CH:36]=3)=[CH:3][CH:4]=2)[C:14](=[O:15])[C:13]=1[C:16]([NH:18][CH2:19][C:20]([OH:22])=[O:21])=[O:17], predict the reactants needed to synthesize it.